This data is from Full USPTO retrosynthesis dataset with 1.9M reactions from patents (1976-2016). The task is: Predict the reactants needed to synthesize the given product. (1) Given the product [CH3:26][O:25][C:19]1[CH:18]=[C:17]([C:14]2[CH:15]=[CH:16][C:11]3[N:12]([C:8]([C:5]4[CH:6]=[CH:7][C:2]([C:30]5[CH:29]=[N:28][CH:33]=[CH:32][CH:31]=5)=[CH:3][CH:4]=4)=[C:9]([CH3:27])[N:10]=3)[N:13]=2)[CH:22]=[CH:21][C:20]=1[O:23][CH3:24], predict the reactants needed to synthesize it. The reactants are: Br[C:2]1[CH:7]=[CH:6][C:5]([C:8]2[N:12]3[N:13]=[C:14]([C:17]4[CH:22]=[CH:21][C:20]([O:23][CH3:24])=[C:19]([O:25][CH3:26])[CH:18]=4)[CH:15]=[CH:16][C:11]3=[N:10][C:9]=2[CH3:27])=[CH:4][CH:3]=1.[N:28]1[CH:33]=[CH:32][CH:31]=[C:30](B(O)O)[CH:29]=1.[O-]P([O-])([O-])=O.[K+].[K+].[K+].COC1C=CC=C(OC)C=1C1C=CC=CC=1P(C1CCCCC1)C1CCCCC1. (2) The reactants are: C(OC([NH:8][C@H:9]([C:18]([O:20][CH3:21])=[O:19])[CH2:10][C:11]1[CH:16]=[CH:15][C:14]([OH:17])=[CH:13][CH:12]=1)=O)(C)(C)C.[C:35]1(P([C:35]2[CH:40]=[CH:39][CH:38]=[CH:37][CH:36]=2)[C:35]2[CH:40]=[CH:39][CH:38]=[CH:37][CH:36]=2)[CH:40]=[CH:39][CH:38]=[CH:37][CH:36]=1.OCCC1N=C(CNC(=O)OC(C)(C)C)C=CC=1.C1CC[N:62]([C:65]([N:67]=[N:67][C:65]([N:62]2CCCC[CH2:61]2)=O)=O)[CH2:61]C1.C1(P(=O)(C2C=CC=CC=2)C2C=CC=CC=2)C=CC=CC=1. Given the product [CH3:61][NH:62][C:65]1[N:67]=[C:39]([CH2:40][CH2:35][O:17][C:14]2[CH:13]=[CH:12][C:11]([CH2:10][C@@H:9]([C:18]([O:20][CH3:21])=[O:19])[NH2:8])=[CH:16][CH:15]=2)[CH:38]=[CH:37][CH:36]=1, predict the reactants needed to synthesize it. (3) Given the product [OH:1][CH:2]([CH3:15])[CH:3]([NH:5][C:6]1[S:7][CH:8]=[C:9]([C:11]([OH:13])=[O:12])[N:10]=1)[CH3:4], predict the reactants needed to synthesize it. The reactants are: [OH:1][CH:2]([CH3:15])[CH:3]([NH:5][C:6]1[S:7][CH:8]=[C:9]([C:11]([O:13]C)=[O:12])[N:10]=1)[CH3:4].[OH-].[Li+]. (4) Given the product [S:27]([C:16]([C:17]([C:18]([C:19]([F:20])([F:21])[F:22])([F:23])[F:24])([F:26])[F:25])([F:31])[F:15])([O-:30])(=[O:29])=[O:28].[OH:2][C:3]1[C:4]([CH3:13])=[CH:5][C:6]([S+:10]([CH3:11])[CH3:12])=[CH:7][C:8]=1[CH3:9], predict the reactants needed to synthesize it. The reactants are: [Cl-].[OH:2][C:3]1[C:8]([CH3:9])=[CH:7][C:6]([S+:10]([CH3:12])[CH3:11])=[CH:5][C:4]=1[CH3:13].O.[F:15][C:16]([F:31])([S:27]([O-:30])(=[O:29])=[O:28])[C:17]([F:26])([F:25])[C:18]([F:24])([F:23])[C:19]([F:22])([F:21])[F:20].[K+]. (5) Given the product [OH:6][CH2:7][C:8]1[CH:13]=[C:12]([C:14]([OH:16])=[O:15])[CH:11]=[CH:10][C:9]=1[C:18]1[CH:23]=[CH:22][CH:21]=[CH:20][C:19]=1[CH3:24], predict the reactants needed to synthesize it. The reactants are: [OH-].[Na+].C([O:6][CH2:7][C:8]1[CH:13]=[C:12]([C:14]([O:16]C)=[O:15])[CH:11]=[CH:10][C:9]=1[C:18]1[CH:23]=[CH:22][CH:21]=[CH:20][C:19]=1[CH3:24])(=O)C.